Dataset: Catalyst prediction with 721,799 reactions and 888 catalyst types from USPTO. Task: Predict which catalyst facilitates the given reaction. (1) Reactant: [NH2:1][C:2]1[N:6]([CH3:7])[N:5]=[CH:4][C:3]=1[C:8]#[N:9].[NH:10]1[C:14]2[CH:15]=[CH:16][CH:17]=[CH:18][C:13]=2[N:12]=[C:11]1[CH2:19][C:20](OCC)=[O:21].[Li+].C[Si]([N-][Si](C)(C)C)(C)C. Product: [NH2:9][C:8]1[C:3]2[CH:4]=[N:5][N:6]([CH3:7])[C:2]=2[NH:1][C:20](=[O:21])[C:19]=1[C:11]1[NH:10][C:14]2[CH:15]=[CH:16][CH:17]=[CH:18][C:13]=2[N:12]=1. The catalyst class is: 1. (2) Reactant: Br[C:2]1[CH:7]=[CH:6][C:5]([NH2:8])=[C:4]([N+:9]([O-:11])=[O:10])[CH:3]=1.[F:12][C:13]1[CH:18]=[CH:17][CH:16]=[CH:15][C:14]=1B(O)O.C([O-])(O)=O.[Na+]. Product: [F:12][C:13]1[CH:18]=[CH:17][CH:16]=[CH:15][C:14]=1[C:2]1[CH:7]=[CH:6][C:5]([NH2:8])=[C:4]([N+:9]([O-:11])=[O:10])[CH:3]=1. The catalyst class is: 70. (3) Reactant: [CH2:1]([O:13][CH2:14][C@@H:15]1[CH2:17][O:16]1)[CH2:2][CH2:3][CH2:4][CH2:5][CH2:6][CH2:7][CH2:8][CH2:9][CH2:10][CH2:11][CH3:12].[CH:18]1[C:30]2[CH:29]([CH2:31][O:32][C:33]([NH:35][C@@H:36]([CH2:44][SH:45])[C:37]([O:39][C:40]([CH3:43])([CH3:42])[CH3:41])=[O:38])=[O:34])[C:28]3[C:23](=[CH:24][CH:25]=[CH:26][CH:27]=3)[C:22]=2[CH:21]=[CH:20][CH:19]=1.C([O-])([O-])=O.[K+].[K+]. Product: [CH:27]1[C:28]2[CH:29]([CH2:31][O:32][C:33]([NH:35][C@@H:36]([CH2:44][S:45][CH2:17][C@H:15]([OH:16])[CH2:14][O:13][CH2:1][CH2:2][CH2:3][CH2:4][CH2:5][CH2:6][CH2:7][CH2:8][CH2:9][CH2:10][CH2:11][CH3:12])[C:37]([O:39][C:40]([CH3:41])([CH3:42])[CH3:43])=[O:38])=[O:34])[C:30]3[C:22](=[CH:21][CH:20]=[CH:19][CH:18]=3)[C:23]=2[CH:24]=[CH:25][CH:26]=1. The catalyst class is: 218. (4) Reactant: FC(F)(F)C(O)=O.[O:8]1[C:12]2[CH:13]=[CH:14][CH:15]=[CH:16][C:11]=2[N:10]=[C:9]1[NH:17][C@H:18]([C:39]([O:41]C(C)(C)C)=[O:40])[CH2:19][C:20]1[CH:25]=[CH:24][C:23]([O:26][CH2:27][CH2:28][CH2:29][C:30](=[O:38])[NH:31][C:32]2[NH:33][CH2:34][CH2:35][CH2:36][N:37]=2)=[CH:22][CH:21]=1.C1(C)C=CC=CC=1. Product: [O:8]1[C:12]2[CH:13]=[CH:14][CH:15]=[CH:16][C:11]=2[N:10]=[C:9]1[NH:17][C@H:18]([C:39]([OH:41])=[O:40])[CH2:19][C:20]1[CH:21]=[CH:22][C:23]([O:26][CH2:27][CH2:28][CH2:29][C:30](=[O:38])[NH:31][C:32]2[NH:33][CH2:34][CH2:35][CH2:36][N:37]=2)=[CH:24][CH:25]=1. The catalyst class is: 4. (5) Reactant: [CH3:1][O:2][C:3](=[O:38])[CH:4]([NH:15][C:16](=[O:37])[C:17]1[CH:22]=[CH:21][C:20]([Cl:23])=[CH:19][C:18]=1[NH:24][S:25]([C:28]1[C:33]2=[N:34][S:35][N:36]=[C:32]2[CH:31]=[CH:30][CH:29]=1)(=[O:27])=[O:26])[C:5]([C:7]1[CH:12]=[CH:11][C:10]([Cl:13])=[C:9]([Cl:14])[CH:8]=1)=[O:6].C([BH-](C(CC)C)C(CC)C)(CC)C.[Li+].[OH-].[Na+].OO. Product: [CH3:1][O:2][C:3](=[O:38])[CH:4]([NH:15][C:16](=[O:37])[C:17]1[CH:22]=[CH:21][C:20]([Cl:23])=[CH:19][C:18]=1[NH:24][S:25]([C:28]1[C:33]2=[N:34][S:35][N:36]=[C:32]2[CH:31]=[CH:30][CH:29]=1)(=[O:27])=[O:26])[CH:5]([C:7]1[CH:12]=[CH:11][C:10]([Cl:13])=[C:9]([Cl:14])[CH:8]=1)[OH:6]. The catalyst class is: 636. (6) Reactant: [C:1]([O:5][C:6](=[O:25])[NH:7][C:8]1[CH2:9][O:10][CH2:11][C:12]([C:17]2[CH:22]=[C:21]([NH2:23])[CH:20]=[CH:19][C:18]=2[F:24])([CH:14]([F:16])[F:15])[N:13]=1)([CH3:4])([CH3:3])[CH3:2].[Br:26][C:27]1[CH:28]=[CH:29][C:30]([C:33](O)=[O:34])=[N:31][CH:32]=1.C1C=NC2N(O)N=NC=2C=1.CCN=C=NCCCN(C)C.Cl. Product: [C:1]([O:5][C:6](=[O:25])[NH:7][C:8]1[CH2:9][O:10][CH2:11][C:12]([C:17]2[CH:22]=[C:21]([NH:23][C:33]([C:30]3[CH:29]=[CH:28][C:27]([Br:26])=[CH:32][N:31]=3)=[O:34])[CH:20]=[CH:19][C:18]=2[F:24])([CH:14]([F:16])[F:15])[N:13]=1)([CH3:4])([CH3:2])[CH3:3]. The catalyst class is: 91. (7) Product: [C:21]([O:24][C:25]([N:7]1[CH:6]([C:12]([OH:14])=[O:13])[CH2:5][C:4]2[C:9](=[CH:10][CH:11]=[C:2]([OH:1])[CH:3]=2)[CH2:8]1)=[O:26])([CH3:23])([CH3:22])[CH3:20]. Reactant: [OH:1][C:2]1[CH:3]=[C:4]2[C:9](=[CH:10][CH:11]=1)[CH2:8][NH:7][CH:6]([C:12]([OH:14])=[O:13])[CH2:5]2.C([O-])(O)=O.[Na+].[CH3:20][C:21]([O:24][C:25](O[C:25]([O:24][C:21]([CH3:23])([CH3:22])[CH3:20])=[O:26])=[O:26])([CH3:23])[CH3:22].Cl. The catalyst class is: 569.